Dataset: Peptide-MHC class I binding affinity with 185,985 pairs from IEDB/IMGT. Task: Regression. Given a peptide amino acid sequence and an MHC pseudo amino acid sequence, predict their binding affinity value. This is MHC class I binding data. (1) The binding affinity (normalized) is 0.488. The MHC is HLA-A33:01 with pseudo-sequence HLA-A33:01. The peptide sequence is ALEVLMSPCR. (2) The peptide sequence is KELLNSIGF. The MHC is Mamu-A11 with pseudo-sequence Mamu-A11. The binding affinity (normalized) is 0.566. (3) The peptide sequence is RLRRDQRSL. The MHC is HLA-B35:01 with pseudo-sequence HLA-B35:01. The binding affinity (normalized) is 0.0847. (4) The peptide sequence is VIFYFISIY. The MHC is HLA-A33:01 with pseudo-sequence HLA-A33:01. The binding affinity (normalized) is 0.361. (5) The peptide sequence is STYQPLPLY. The MHC is HLA-A26:03 with pseudo-sequence HLA-A26:03. The binding affinity (normalized) is 0.489. (6) The peptide sequence is IPEQSRCQAI. The MHC is HLA-B07:02 with pseudo-sequence HLA-B07:02. The binding affinity (normalized) is 0.752.